From a dataset of Human liver microsome stability data. Regression/Classification. Given a drug SMILES string, predict its absorption, distribution, metabolism, or excretion properties. Task type varies by dataset: regression for continuous measurements (e.g., permeability, clearance, half-life) or binary classification for categorical outcomes (e.g., BBB penetration, CYP inhibition). Dataset: hlm. (1) The drug is CS(=O)(=O)c1ccc(-c2cnc3c(O)n(Cc4cc(F)ccc4C#N)c(N4CCC[C@@H](N)C4)nc2-3)cc1F. The result is 0 (unstable in human liver microsomes). (2) The drug is O=[N+]([O-])c1ccc(C2=NOC(c3ccc(N4CCCCC4)cc3)C2)o1. The result is 1 (stable in human liver microsomes). (3) The drug is C1=CCOCc2cc(ccc2OCCN2CCCC2)Nc2nccc(n2)-c2ccc(o2)COC1. The result is 0 (unstable in human liver microsomes). (4) The drug is O=C(Oc1cncc(N2CCS(=O)(=O)CC2)c1)N1CCC(c2ccc(F)cc2)CC1. The result is 1 (stable in human liver microsomes).